Task: Regression. Given a peptide amino acid sequence and an MHC pseudo amino acid sequence, predict their binding affinity value. This is MHC class I binding data.. Dataset: Peptide-MHC class I binding affinity with 185,985 pairs from IEDB/IMGT (1) The peptide sequence is ARWLASTPL. The MHC is HLA-B08:01 with pseudo-sequence HLA-B08:01. The binding affinity (normalized) is 0.0847. (2) The peptide sequence is ADMSKLISL. The MHC is HLA-B45:01 with pseudo-sequence HLA-B45:01. The binding affinity (normalized) is 0. (3) The peptide sequence is GFPFFIMPK. The MHC is HLA-A02:01 with pseudo-sequence HLA-A02:01. The binding affinity (normalized) is 0.0847. (4) The peptide sequence is RVRIERGPR. The MHC is HLA-A24:03 with pseudo-sequence HLA-A24:03. The binding affinity (normalized) is 0.0847. (5) The peptide sequence is IPQCRLTPL. The MHC is HLA-A03:01 with pseudo-sequence HLA-A03:01. The binding affinity (normalized) is 0.